From a dataset of Reaction yield outcomes from USPTO patents with 853,638 reactions. Predict the reaction yield, written as a fraction of the theoretical maximum amount of product (1.0 means a 100% yield; for example, 0.34 means a 34% yield). (1) The reactants are [C:1]([C:4]1[CH:5]=[CH:6][C:7]([O:10][CH2:11][CH2:12][CH2:13][O:14][C:15]2[C:20]([Cl:21])=[CH:19][C:18]([O:22][CH2:23][CH:24]=[C:25]([Cl:27])[Cl:26])=[CH:17][C:16]=2[Cl:28])=[N:8][CH:9]=1)(=O)[CH3:2].Cl.[CH2:30]([O:32][NH2:33])[CH3:31].Cl. The catalyst is N1C=CC=CC=1. The product is [CH2:30]([O:32][N:33]=[C:1]([C:4]1[CH:5]=[CH:6][C:7]([O:10][CH2:11][CH2:12][CH2:13][O:14][C:15]2[C:20]([Cl:21])=[CH:19][C:18]([O:22][CH2:23][CH:24]=[C:25]([Cl:27])[Cl:26])=[CH:17][C:16]=2[Cl:28])=[N:8][CH:9]=1)[CH3:2])[CH3:31]. The yield is 0.890. (2) The reactants are [Li][CH2:2][CH2:3][CH2:4][CH3:5].C([NH:8][CH3:9])C.[CH:10]([Ge:13](C(C)C)([CH:15]([CH3:17])[CH3:16])Cl)([CH3:12])[CH3:11].[CH3:21]COCC. No catalyst specified. The product is [CH2:3]([C:4]([Ge:13]([NH:8][CH3:9])([CH:15]([CH3:17])[CH3:16])[CH:10]([CH3:12])[CH3:11])([CH3:5])[CH3:21])[CH3:2]. The yield is 0.980. (3) The reactants are [C:1]([N:9]=[C:10]=[S:11])(=[O:8])[C:2]1[CH:7]=[CH:6][CH:5]=[CH:4][CH:3]=1.[S:12]1[C:16]2[CH:17]=[C:18]([NH2:21])[CH:19]=[CH:20][C:15]=2[N:14]=[C:13]1[NH2:22]. The catalyst is C1COCC1. The product is [NH2:22][C:13]1[S:12][C:16]2[CH:17]=[C:18]([NH:21][C:10]([NH:9][C:1](=[O:8])[C:2]3[CH:7]=[CH:6][CH:5]=[CH:4][CH:3]=3)=[S:11])[CH:19]=[CH:20][C:15]=2[N:14]=1. The yield is 0.973. (4) The reactants are [Cl:1][C:2]1[CH:18]=[CH:17][C:5]2[CH2:6][CH2:7][N:8]([C:11](=[O:16])C(F)(F)F)[CH2:9][CH2:10][C:4]=2[C:3]=1OS(C(F)(F)F)(=O)=O.C([O-])([O-])=O.[Cs+].[Cs+].N#N.[F:35][C:36]([F:40])([F:39])[CH2:37][NH2:38]. The catalyst is CC([O-])=O.CC([O-])=O.[Pd+2]. The product is [Cl:1][C:2]1[CH:18]=[CH:17][C:5]2[CH2:6][CH2:7][N:8]([C:11](=[O:16])[C:36]([F:40])([F:39])[F:35])[CH2:9][CH2:10][C:4]=2[C:3]=1[NH:38][CH2:37][C:36]([F:40])([F:39])[F:35]. The yield is 0.690. (5) The reactants are [Br:1][C:2]1[CH:3]=[C:4]([CH2:9][NH2:10])[CH:5]=[C:6]([F:8])[CH:7]=1.[CH3:11][S:12](Cl)(=[O:14])=[O:13]. The catalyst is C(Cl)Cl. The product is [Br:1][C:2]1[CH:3]=[C:4]([CH:5]=[C:6]([F:8])[CH:7]=1)[CH2:9][NH:10][S:12]([CH3:11])(=[O:14])=[O:13]. The yield is 0.909. (6) The reactants are [CH3:1][C:2]1[C:29]([C:30]2[CH:31]=[N:32][C:33]([N:36]3[CH2:41][CH2:40][O:39][CH2:38][CH2:37]3)=[CH:34][CH:35]=2)=[C:28]([C:42]([F:45])([F:44])[F:43])[CH:27]=[CH:26][C:3]=1[CH2:4][N:5](C(=O)C(F)(F)F)[C:6]1[CH:19]=[CH:18][C:9]2[C@H:10]([CH2:13][C:14]([O:16]C)=[O:15])[CH2:11][O:12][C:8]=2[CH:7]=1.[OH-].[Na+]. The catalyst is O1CCCC1.CO. The product is [CH3:1][C:2]1[C:29]([C:30]2[CH:31]=[N:32][C:33]([N:36]3[CH2:37][CH2:38][O:39][CH2:40][CH2:41]3)=[CH:34][CH:35]=2)=[C:28]([C:42]([F:45])([F:43])[F:44])[CH:27]=[CH:26][C:3]=1[CH2:4][NH:5][C:6]1[CH:19]=[CH:18][C:9]2[C@H:10]([CH2:13][C:14]([OH:16])=[O:15])[CH2:11][O:12][C:8]=2[CH:7]=1. The yield is 0.630.